This data is from Forward reaction prediction with 1.9M reactions from USPTO patents (1976-2016). The task is: Predict the product of the given reaction. (1) Given the reactants C(O)(=O)C.[OH:5][C@H:6]1[CH2:10][N:9]([CH:11]2[CH2:16][CH2:15][NH:14][CH2:13][CH2:12]2)[C:8](=[O:17])[CH2:7]1.NC1CCN([CH2:25][C:26]2[CH:31]=[CH:30][CH:29]=[CH:28][CH:27]=2)CC1.C(N(CC)C(C)C)(C)C.BrC[C@H](O)CC([O-])=O, predict the reaction product. The product is: [CH2:25]([N:14]1[CH2:13][CH2:12][CH:11]([N:9]2[CH2:10][CH:6]([OH:5])[CH2:7][C:8]2=[O:17])[CH2:16][CH2:15]1)[C:26]1[CH:31]=[CH:30][CH:29]=[CH:28][CH:27]=1. (2) Given the reactants [NH2:1][C:2]1[CH:3]=[C:4]([CH:17]=[CH:18][CH:19]=1)[CH2:5][N:6]1[C:10]2[CH:11]=[C:12]([Cl:15])[CH:13]=[CH:14][C:9]=2[S:8][C:7]1=[O:16].Cl[C:21]([OH:23])=[O:22].[CH3:24][N:25]1[CH2:30][CH2:29][N:28]([CH2:31][CH2:32][CH3:33])[CH2:27][CH2:26]1.CCN(C(C)C)C(C)C.ClCCl, predict the reaction product. The product is: [Cl:15][C:12]1[CH:13]=[CH:14][C:9]2[S:8][C:7](=[O:16])[N:6]([CH2:5][C:4]3[CH:3]=[C:2]([NH:1][C:21](=[O:22])[O:23][CH2:33][CH2:32][CH2:31][N:28]4[CH2:29][CH2:30][N:25]([CH3:24])[CH2:26][CH2:27]4)[CH:19]=[CH:18][CH:17]=3)[C:10]=2[CH:11]=1. (3) Given the reactants [C:1]1([C:19]2[CH:24]=[CH:23][CH:22]=[CH:21][CH:20]=2)[CH:6]=[CH:5][C:4]([C:7]2[CH:8]=[N:9][N:10]([C:12]3[CH:13]=[C:14]([OH:18])[CH:15]=[CH:16][CH:17]=3)[CH:11]=2)=[CH:3][CH:2]=1.Br[C:26]1[CH:38]=[CH:37][C:36]2[C:35]3[C:30](=[CH:31][CH:32]=[CH:33][CH:34]=3)[N:29]([C:39]3[CH:44]=[CH:43][CH:42]=[CH:41][N:40]=3)[C:28]=2[CH:27]=1.N1C=CC=CC=1C(O)=O.[O-]P([O-])([O-])=O.[K+].[K+].[K+], predict the reaction product. The product is: [C:1]1([C:19]2[CH:20]=[CH:21][CH:22]=[CH:23][CH:24]=2)[CH:6]=[CH:5][C:4]([C:7]2[CH:8]=[N:9][N:10]([C:12]3[CH:13]=[C:14]([CH:15]=[CH:16][CH:17]=3)[O:18][C:26]3[CH:38]=[CH:37][C:36]4[C:35]5[C:30](=[CH:31][CH:32]=[CH:33][CH:34]=5)[N:29]([C:39]5[CH:44]=[CH:43][CH:42]=[CH:41][N:40]=5)[C:28]=4[CH:27]=3)[CH:11]=2)=[CH:3][CH:2]=1.